From a dataset of Full USPTO retrosynthesis dataset with 1.9M reactions from patents (1976-2016). Predict the reactants needed to synthesize the given product. (1) Given the product [CH:1]1([NH:8][C:30]([C:19]2[N:20]([CH3:29])[C:21]([C:22]3[CH:27]=[CH:26][C:25]([Cl:28])=[CH:24][CH:23]=3)=[C:17]([C:11]3[CH:12]=[CH:13][C:14]([Cl:16])=[CH:15][C:10]=3[Cl:9])[N:18]=2)=[O:31])[CH2:7][CH2:6][CH2:5][CH2:4][CH2:3][CH2:2]1, predict the reactants needed to synthesize it. The reactants are: [CH:1]1([NH2:8])[CH2:7][CH2:6][CH2:5][CH2:4][CH2:3][CH2:2]1.[Cl:9][C:10]1[CH:15]=[C:14]([Cl:16])[CH:13]=[CH:12][C:11]=1[C:17]1[N:18]=[C:19]([C:30](OCC)=[O:31])[N:20]([CH3:29])[C:21]=1[C:22]1[CH:27]=[CH:26][C:25]([Cl:28])=[CH:24][CH:23]=1. (2) Given the product [C:29]([C:27]1[CH:28]=[C:24]([NH:23][C:22]([NH:1][C:2]2[CH:3]=[CH:4][C:5](/[C:8](/[C:9]#[N:10])=[CH:11]/[N:12]([CH3:13])[CH3:14])=[CH:6][CH:7]=2)=[O:21])[N:25]([C:33]2[CH:38]=[CH:37][C:36]([F:39])=[CH:35][CH:34]=2)[N:26]=1)([CH3:32])([CH3:30])[CH3:31], predict the reactants needed to synthesize it. The reactants are: [NH2:1][C:2]1[CH:7]=[CH:6][C:5](/[C:8](=[CH:11]/[N:12]([CH3:14])[CH3:13])/[C:9]#[N:10])=[CH:4][CH:3]=1.C1([O:21][C:22](=O)[NH:23][C:24]2[N:25]([C:33]3[CH:38]=[CH:37][C:36]([F:39])=[CH:35][CH:34]=3)[N:26]=[C:27]([C:29]([CH3:32])([CH3:31])[CH3:30])[CH:28]=2)C=CC=CC=1. (3) Given the product [CH3:21][O:20][N:19]([CH3:18])[C:14]([CH:10]1[CH2:11][CH2:12][CH2:13][N:8]([C:1]([O:3][C:4]([CH3:5])([CH3:6])[CH3:7])=[O:2])[CH2:9]1)=[O:16], predict the reactants needed to synthesize it. The reactants are: [C:1]([N:8]1[CH2:13][CH2:12][CH2:11][CH:10]([C:14]([OH:16])=O)[CH2:9]1)([O:3][C:4]([CH3:7])([CH3:6])[CH3:5])=[O:2].Cl.[CH3:18][NH:19][O:20][CH3:21].CN(C(ON1N=NC2C=CC=NC1=2)=[N+](C)C)C.F[P-](F)(F)(F)(F)F.C(N(CC)CC)C. (4) The reactants are: I[C:2]1[C:10]2[O:9][CH:8]=[CH:7][C:6]=2[CH:5]=[C:4]([N+:11]([O-:13])=[O:12])[CH:3]=1.CC1(C)C2C(=C(P(C3C=CC=CC=3)C3C=CC=CC=3)C=CC=2)OC2C(P(C3C=CC=CC=3)C3C=CC=CC=3)=CC=CC1=2.CC(C)([O-])C.[Na+].[F:62][C:63]([F:71])([F:70])[CH:64]1[CH2:69][NH:68][CH2:67][CH2:66][NH:65]1. Given the product [N+:11]([C:4]1[CH:3]=[C:2]([N:68]2[CH2:67][CH2:66][NH:65][CH:64]([C:63]([F:71])([F:70])[F:62])[CH2:69]2)[C:10]2[O:9][CH:8]=[CH:7][C:6]=2[CH:5]=1)([O-:13])=[O:12], predict the reactants needed to synthesize it. (5) Given the product [CH2:1]([N:4]1[C:8]([CH2:9][OH:10])=[CH:7][C:6]([O:13][CH2:14][C:15]2[CH:24]=[CH:23][C:22]3[C:17](=[CH:18][CH:19]=[CH:20][CH:21]=3)[N:16]=2)=[N:5]1)[CH2:2][CH3:3], predict the reactants needed to synthesize it. The reactants are: [CH2:1]([N:4]1[C:8]([C:9](OC)=[O:10])=[CH:7][C:6]([O:13][CH2:14][C:15]2[CH:24]=[CH:23][C:22]3[C:17](=[CH:18][CH:19]=[CH:20][CH:21]=3)[N:16]=2)=[N:5]1)[CH2:2][CH3:3].[H-].[Al+3].[Li+].[H-].[H-].[H-].C(O)C.O. (6) The reactants are: [O:1]=[S:2]1(=[O:20])[CH2:6][CH2:5][C@@H:4]([NH:7][S:8]([C:11]2[CH:16]=[CH:15][C:14](B(O)O)=[CH:13][CH:12]=2)(=[O:10])=[O:9])[CH2:3]1.P([O-])([O-])([O-])=O.[K+].[K+].[K+].Br[C:30]1[CH:35]=[CH:34][N:33]=[C:32]2[NH:36][C:37]([CH2:39][N:40]([CH3:42])[CH3:41])=[CH:38][C:31]=12.C(#N)C. Given the product [CH3:42][N:40]([CH2:39][C:37]1[NH:36][C:32]2=[N:33][CH:34]=[CH:35][C:30]([C:14]3[CH:15]=[CH:16][C:11]([S:8]([NH:7][C@@H:4]4[CH2:5][CH2:6][S:2](=[O:20])(=[O:1])[CH2:3]4)(=[O:10])=[O:9])=[CH:12][CH:13]=3)=[C:31]2[CH:38]=1)[CH3:41], predict the reactants needed to synthesize it. (7) Given the product [ClH:27].[Cl:27][C:24]1[CH:25]=[CH:26][C:21]([CH2:20][C:10]2[N:11]=[C:12]([C:14]3[CH:19]=[CH:18][N:17]=[CH:16][CH:15]=3)[S:13][C:9]=2[C:5]2[NH:4][CH:8]=[CH:7][N:6]=2)=[CH:22][CH:23]=1, predict the reactants needed to synthesize it. The reactants are: C([N:4]1[CH:8]=[CH:7][N:6]=[C:5]1[C:9]1[S:13][C:12]([C:14]2[CH:19]=[CH:18][N:17]=[CH:16][CH:15]=2)=[N:11][C:10]=1[CH2:20][C:21]1[CH:26]=[CH:25][C:24]([Cl:27])=[CH:23][CH:22]=1)C=C.C(O)(=O)C.C1([SiH3])C=CC=CC=1.